From a dataset of Peptide-MHC class II binding affinity with 134,281 pairs from IEDB. Regression. Given a peptide amino acid sequence and an MHC pseudo amino acid sequence, predict their binding affinity value. This is MHC class II binding data. (1) The peptide sequence is TQLVLSSMVNPLVLS. The MHC is H-2-IAb with pseudo-sequence H-2-IAb. The binding affinity (normalized) is 0.629. (2) The peptide sequence is STYRAMAAAAAST. The MHC is DRB1_0101 with pseudo-sequence DRB1_0101. The binding affinity (normalized) is 0.710. (3) The peptide sequence is TSLVRLVYILSKQNQQH. The MHC is DRB1_0101 with pseudo-sequence DRB1_0101. The binding affinity (normalized) is 0.582. (4) The peptide sequence is RRTGNIQIRLPWYSY. The MHC is DRB1_1201 with pseudo-sequence DRB1_1201. The binding affinity (normalized) is 0.414. (5) The peptide sequence is DVLSQPMLPHTWDGS. The MHC is DRB1_0401 with pseudo-sequence DRB1_0401. The binding affinity (normalized) is 0.177. (6) The peptide sequence is AAATAGTFVYGAFAA. The MHC is HLA-DQA10501-DQB10301 with pseudo-sequence HLA-DQA10501-DQB10301. The binding affinity (normalized) is 0.571. (7) The peptide sequence is RNSRWSSPDNVKPLY. The MHC is HLA-DQA10301-DQB10302 with pseudo-sequence HLA-DQA10301-DQB10302. The binding affinity (normalized) is 0.0389.